Dataset: Full USPTO retrosynthesis dataset with 1.9M reactions from patents (1976-2016). Task: Predict the reactants needed to synthesize the given product. (1) Given the product [NH2:12][C:11]1[CH:10]=[CH:9][C:4]([C:5]([O:7][CH3:8])=[O:6])=[CH:3][C:2]=1[F:1], predict the reactants needed to synthesize it. The reactants are: [F:1][C:2]1[CH:3]=[C:4]([CH:9]=[CH:10][C:11]=1[N+:12]([O-])=O)[C:5]([O:7][CH3:8])=[O:6].COC1C=C(C=CC=1[N+]([O-])=O)C(O)=O. (2) Given the product [C:31]([NH:34][C:35]1[CH:40]=[C:39]([C:7]2[NH:6][C:5]([CH:9]=[O:10])=[C:4]([C:11]([O:13][CH2:14][C:15]3[CH:20]=[CH:19][CH:18]=[CH:17][CH:16]=3)=[O:12])[C:3]=2[CH2:1][CH3:2])[CH:38]=[CH:37][CH:36]=1)(=[O:33])[CH3:32], predict the reactants needed to synthesize it. The reactants are: [CH2:1]([C:3]1[C:4]([C:11]([O:13][CH2:14][C:15]2[CH:20]=[CH:19][CH:18]=[CH:17][CH:16]=2)=[O:12])=[C:5]([CH:9]=[O:10])[NH:6][C:7]=1I)[CH3:2].FC1C=CC(B(O)O)=CC=1.[C:31]([NH:34][C:35]1[CH:36]=[C:37](B(O)O)[CH:38]=[CH:39][CH:40]=1)(=[O:33])[CH3:32]. (3) Given the product [F:42][C:2]([F:1])([F:41])[C:3]1[CH:4]=[C:5]([C:13]([CH3:39])([CH3:40])[C:14]([N:16]([C:18]2[C:19]([C:32]3[CH:37]=[CH:36][CH:35]=[CH:34][C:33]=3[CH3:38])=[CH:20][C:21]([N:25]3[CH2:26][CH2:27][N+:28]([O-:44])([CH3:31])[CH2:29][CH2:30]3)=[N+:22]([O-:24])[CH:23]=2)[CH3:17])=[O:15])[CH:6]=[C:7]([C:9]([F:10])([F:11])[F:12])[CH:8]=1, predict the reactants needed to synthesize it. The reactants are: [F:1][C:2]([F:42])([F:41])[C:3]1[CH:4]=[C:5]([C:13]([CH3:40])([CH3:39])[C:14]([N:16]([C:18]2[C:19]([C:32]3[CH:37]=[CH:36][CH:35]=[CH:34][C:33]=3[CH3:38])=[CH:20][C:21]([N:25]3[CH2:30][CH2:29][N:28]([CH3:31])[CH2:27][CH2:26]3)=[N+:22]([O-:24])[CH:23]=2)[CH3:17])=[O:15])[CH:6]=[C:7]([C:9]([F:12])([F:11])[F:10])[CH:8]=1.C([O-])(O)=[O:44].[Na+].OS([O-])(=O)=O.OS(O[O-])(=O)=O.OS(O[O-])(=O)=O.[O-]S([O-])(=O)=O.[K+].[K+].[K+].[K+].[K+]. (4) Given the product [ClH:33].[N:22]12[CH2:23][CH2:24][CH:25]([CH2:26][CH2:27]1)[C@@H:20]([NH:19][C:17]([C:14]1[O:15][C:16]3[C:8]([C:4]4[CH:5]=[CH:6][CH:7]=[C:2]([NH:1][C:31](=[O:32])[CH2:30][O:29][CH3:28])[CH:3]=4)=[CH:9][CH:10]=[CH:11][C:12]=3[CH:13]=1)=[O:18])[CH2:21]2, predict the reactants needed to synthesize it. The reactants are: [NH2:1][C:2]1[CH:3]=[C:4]([C:8]2[C:16]3[O:15][C:14]([C:17]([NH:19][C@@H:20]4[CH:25]5[CH2:26][CH2:27][N:22]([CH2:23][CH2:24]5)[CH2:21]4)=[O:18])=[CH:13][C:12]=3[CH:11]=[CH:10][CH:9]=2)[CH:5]=[CH:6][CH:7]=1.[CH3:28][O:29][CH2:30][C:31]([Cl:33])=[O:32].C(N(CC)CC)C.O. (5) Given the product [ClH:28].[NH:12]1[CH2:13][CH2:14][CH:15]([NH:18][C:19]2[CH:27]=[CH:26][C:22]([C:23]([NH2:25])=[O:24])=[CH:21][CH:20]=2)[CH2:16][CH2:17]1, predict the reactants needed to synthesize it. The reactants are: C([O-])=O.[NH4+].C([N:12]1[CH2:17][CH2:16][CH:15]([NH:18][C:19]2[CH:27]=[CH:26][C:22]([C:23]([NH2:25])=[O:24])=[CH:21][CH:20]=2)[CH2:14][CH2:13]1)C1C=CC=CC=1.[ClH:28].CCOCC. (6) Given the product [NH2:29][C:18]1[CH:17]=[C:16]([CH:21]=[C:20]([NH2:22])[CH:19]=1)[C:15]([C:11]1[NH:10][CH:14]=[CH:13][CH:12]=1)=[O:36], predict the reactants needed to synthesize it. The reactants are: C1(C)C(S([N:10]2[CH:14]=[CH:13][CH:12]=[C:11]2[C:15](=[O:36])[C:16]2[CH:21]=[C:20]([NH:22]C(=O)C(F)(F)F)[CH:19]=[C:18]([NH:29]C(=O)C(F)(F)F)[CH:17]=2)(=O)=O)=CC=CC=1.[OH-].[K+]. (7) The reactants are: [Br:1][C:2]1[CH:21]=[CH:20][C:5]([CH2:6][CH:7]2[C:11]3=[N:12][C:13]4[CH:18]=[CH:17][CH:16]=[CH:15][C:14]=4[N:10]3[C:9](=[O:19])[NH:8]2)=[CH:4][C:3]=1[F:22].Cl.[NH2:24][C:25]12[CH2:32][CH2:31][C:28]([OH:33])([CH2:29][CH2:30]1)[CH2:27][CH2:26]2.C(O)(C(F)(F)F)=O. Given the product [NH:12]1[C:13]2[CH:18]=[CH:17][CH:16]=[CH:15][C:14]=2[N:10]=[C:11]1[CH:7]([NH:8][C:9]([NH:24][C:25]12[CH2:32][CH2:31][C:28]([OH:33])([CH2:29][CH2:30]1)[CH2:27][CH2:26]2)=[O:19])[CH2:6][C:5]1[CH:20]=[CH:21][C:2]([Br:1])=[C:3]([F:22])[CH:4]=1, predict the reactants needed to synthesize it. (8) Given the product [CH2:2]([NH:9][C:10]1[C:15]([NH:16][N:17]=[CH:33][C:31]2[O:32][C:28]([C:25]3[CH:26]=[CH:27][C:22]([Cl:21])=[CH:23][CH:24]=3)=[CH:29][CH:30]=2)=[N:14][C:13]2=[N:18][O:19][N:20]=[C:12]2[N:11]=1)[C:3]1[CH:4]=[CH:5][CH:6]=[CH:7][CH:8]=1, predict the reactants needed to synthesize it. The reactants are: Cl.[CH2:2]([NH:9][C:10]1[C:15]([NH:16][NH2:17])=[N:14][C:13]2=[N:18][O:19][N:20]=[C:12]2[N:11]=1)[C:3]1[CH:8]=[CH:7][CH:6]=[CH:5][CH:4]=1.[Cl:21][C:22]1[CH:27]=[CH:26][C:25]([C:28]2[O:32][C:31]([CH:33]=O)=[CH:30][CH:29]=2)=[CH:24][CH:23]=1. (9) The reactants are: [Cl:1][C:2]1[CH:10]=[C:9]([N+:11]([O-:13])=[O:12])[CH:8]=[C:7]([Cl:14])[C:3]=1[C:4]([OH:6])=[O:5].[C:15](=O)([O-])[O-].[Cs+].[Cs+].CI. Given the product [Cl:1][C:2]1[CH:10]=[C:9]([N+:11]([O-:13])=[O:12])[CH:8]=[C:7]([Cl:14])[C:3]=1[C:4]([O:6][CH3:15])=[O:5], predict the reactants needed to synthesize it. (10) Given the product [CH3:4][C:2]([C:5]1[CH:10]=[CH:9][C:8]([C:11]2[N:12]=[C:13]([NH:22][C:28]([CH:23]3[CH2:27][CH2:26][CH2:25][CH2:24]3)=[O:29])[S:14][C:15]=2[C:16]2[CH:17]=[CH:18][N:19]=[CH:20][CH:21]=2)=[CH:7][CH:6]=1)([CH3:1])[CH3:3], predict the reactants needed to synthesize it. The reactants are: [CH3:1][C:2]([C:5]1[CH:10]=[CH:9][C:8]([C:11]2[N:12]=[C:13]([NH2:22])[S:14][C:15]=2[C:16]2[CH:21]=[CH:20][N:19]=[CH:18][CH:17]=2)=[CH:7][CH:6]=1)([CH3:4])[CH3:3].[CH:23]1([C:28](Cl)=[O:29])[CH2:27][CH2:26][CH2:25][CH2:24]1.C(=O)([O-])O.[Na+].